This data is from Catalyst prediction with 721,799 reactions and 888 catalyst types from USPTO. The task is: Predict which catalyst facilitates the given reaction. (1) Reactant: [CH3:1][O:2][C:3]1[CH:4]=[C:5]2[O:9][C:8]([C:10]3[N:11]=[C:12]4[N:16]([CH:17]=3)[N:15]=[C:14]([O:18][CH3:19])[S:13]4)=[CH:7][C:6]2=[C:20]([OH:22])[CH:21]=1.[F:23][C:24]1[CH:29]=[C:28]([C:30]2[N:35]=[C:34]([CH2:36]O)[CH:33]=[CH:32][N:31]=2)[CH:27]=[CH:26][N:25]=1.C(P(CCCC)CCCC)CCC.N(C(N1CCCCC1)=O)=NC(N1CCCCC1)=O. Product: [F:23][C:24]1[CH:29]=[C:28]([C:30]2[N:35]=[C:34]([CH2:36][O:22][C:20]3[C:6]4[CH:7]=[C:8]([C:10]5[N:11]=[C:12]6[N:16]([CH:17]=5)[N:15]=[C:14]([O:18][CH3:19])[S:13]6)[O:9][C:5]=4[CH:4]=[C:3]([O:2][CH3:1])[CH:21]=3)[CH:33]=[CH:32][N:31]=2)[CH:27]=[CH:26][N:25]=1. The catalyst class is: 76. (2) Reactant: [CH2:1]([N:3]([CH:29]1[CH2:34][CH2:33][O:32][CH2:31][CH2:30]1)[C:4]1[C:5]([CH3:28])=[C:6]([CH:11]=[C:12]([C:14]2[CH:15]=[N:16][C:17]([CH2:20][N:21]3[CH2:26][CH2:25][CH:24]([OH:27])[CH2:23][CH2:22]3)=[CH:18][CH:19]=2)[CH:13]=1)[C:7]([O:9]C)=[O:8])[CH3:2].[OH-].[Na+:36]. The catalyst class is: 5. Product: [Na+:36].[CH2:1]([N:3]([CH:29]1[CH2:30][CH2:31][O:32][CH2:33][CH2:34]1)[C:4]1[C:5]([CH3:28])=[C:6]([CH:11]=[C:12]([C:14]2[CH:15]=[N:16][C:17]([CH2:20][N:21]3[CH2:26][CH2:25][CH:24]([OH:27])[CH2:23][CH2:22]3)=[CH:18][CH:19]=2)[CH:13]=1)[C:7]([O-:9])=[O:8])[CH3:2]. (3) Reactant: Cl[CH2:2][C:3]([C:5]1[CH:6]=[CH:7][C:8]2[O:14][CH2:13][CH2:12][N:11]([C:15]([O:17][C:18]([CH3:21])([CH3:20])[CH3:19])=[O:16])[CH2:10][C:9]=2[CH:22]=1)=[O:4].[Li+].[Br-].[N-:25]=[N+:26]=[N-:27].[Na+]. Product: [N:25]([CH2:2][C:3]([C:5]1[CH:6]=[CH:7][C:8]2[O:14][CH2:13][CH2:12][N:11]([C:15]([O:17][C:18]([CH3:21])([CH3:20])[CH3:19])=[O:16])[CH2:10][C:9]=2[CH:22]=1)=[O:4])=[N+:26]=[N-:27]. The catalyst class is: 23.